From a dataset of Forward reaction prediction with 1.9M reactions from USPTO patents (1976-2016). Predict the product of the given reaction. The product is: [CH2:1]([O:8][C:9]1[C:14]([CH2:15][N:16]2[CH2:25][CH2:24][C:23]3[C:18](=[C:19]([Cl:34])[C:20]([CH:27]([O:32][CH3:33])[CH2:28][OH:29])=[CH:21][C:22]=3[Cl:26])[C:17]2=[O:35])=[C:13]([CH3:36])[CH:12]=[C:11]([CH3:37])[N:10]=1)[C:2]1[CH:7]=[CH:6][CH:5]=[CH:4][CH:3]=1. Given the reactants [CH2:1]([O:8][C:9]1[C:14]([CH2:15][N:16]2[CH2:25][CH2:24][C:23]3[C:18](=[C:19]([Cl:34])[C:20]([CH:27]([O:32][CH3:33])[C:28](OC)=[O:29])=[CH:21][C:22]=3[Cl:26])[C:17]2=[O:35])=[C:13]([CH3:36])[CH:12]=[C:11]([CH3:37])[N:10]=1)[C:2]1[CH:7]=[CH:6][CH:5]=[CH:4][CH:3]=1.[BH4-].[Li+], predict the reaction product.